This data is from Reaction yield outcomes from USPTO patents with 853,638 reactions. The task is: Predict the reaction yield, written as a fraction of the theoretical maximum amount of product (1.0 means a 100% yield; for example, 0.34 means a 34% yield). (1) The reactants are C[O:2][C:3]([C:5]1[S:6][C:7]2[C:8]([OH:26])([CH3:25])[CH2:9][O:10][C:11]3[CH:18]=[CH:17][C:16]([C:19]#[C:20][C:21]([OH:24])([CH3:23])[CH3:22])=[CH:15][C:12]=3[C:13]=2[N:14]=1)=O.[NH3:27].CO. The catalyst is C1COCC1. The product is [OH:26][C:8]1([CH3:25])[C:7]2[S:6][C:5]([C:3]([NH2:27])=[O:2])=[N:14][C:13]=2[C:12]2[CH:15]=[C:16]([C:19]#[C:20][C:21]([OH:24])([CH3:23])[CH3:22])[CH:17]=[CH:18][C:11]=2[O:10][CH2:9]1. The yield is 0.710. (2) The reactants are [Cl:1][C:2]1[CH:7]=[C:6]([N:8]=[C:9]=[S:10])[CH:5]=[C:4]([Cl:11])[C:3]=1[C:12]#[C:13][C:14]([CH3:17])([CH3:16])[CH3:15].[N:18]#[C:19][NH2:20].[Na].I[CH3:23]. The catalyst is CO. The product is [C:19](/[N:20]=[C:9](\[S:10][CH3:23])/[NH:8][C:6]1[CH:7]=[C:2]([Cl:1])[C:3]([C:12]#[C:13][C:14]([CH3:17])([CH3:16])[CH3:15])=[C:4]([Cl:11])[CH:5]=1)#[N:18]. The yield is 0.630.